This data is from Full USPTO retrosynthesis dataset with 1.9M reactions from patents (1976-2016). The task is: Predict the reactants needed to synthesize the given product. (1) The reactants are: [C:1]1([S:7]([N:10]2[C:18]3[C:13](=[CH:14][CH:15]=[CH:16][CH:17]=3)[C:12]([C:19]3[C:24]([Cl:25])=[CH:23][N:22]=[C:21]([NH:26][C:27]4[CH:32]=[C:31]([N+:33]([O-])=O)[C:30]([C:36]5[CH2:37][CH2:38][N:39]([CH3:42])[CH2:40][CH:41]=5)=[CH:29][C:28]=4[O:43][CH3:44])[N:20]=3)=[CH:11]2)(=[O:9])=[O:8])[CH:6]=[CH:5][CH:4]=[CH:3][CH:2]=1.[NH4+].[Cl-]. Given the product [C:1]1([S:7]([N:10]2[C:18]3[C:13](=[CH:14][CH:15]=[CH:16][CH:17]=3)[C:12]([C:19]3[C:24]([Cl:25])=[CH:23][N:22]=[C:21]([NH:26][C:27]4[CH:32]=[C:31]([NH2:33])[C:30]([C:36]5[CH2:37][CH2:38][N:39]([CH3:42])[CH2:40][CH:41]=5)=[CH:29][C:28]=4[O:43][CH3:44])[N:20]=3)=[CH:11]2)(=[O:8])=[O:9])[CH:2]=[CH:3][CH:4]=[CH:5][CH:6]=1, predict the reactants needed to synthesize it. (2) Given the product [F:1][C:2]([F:26])([F:25])[CH2:3][NH:4][C:5]([C:7]1([CH2:20][CH2:21][CH2:22][CH2:23][N:30]2[CH2:31][CH2:32][CH2:33][N:27]([C:34]3[N:43]=[CH:42][C:41]4[C:36](=[CH:37][CH:38]=[CH:39][CH:40]=4)[N:35]=3)[CH2:28][CH2:29]2)[C:19]2[CH:18]=[CH:17][CH:16]=[CH:15][C:14]=2[C:13]2[C:8]1=[CH:9][CH:10]=[CH:11][CH:12]=2)=[O:6], predict the reactants needed to synthesize it. The reactants are: [F:1][C:2]([F:26])([F:25])[CH2:3][NH:4][C:5]([C:7]1([CH2:20][CH2:21][CH2:22][CH2:23]Br)[C:19]2[CH:18]=[CH:17][CH:16]=[CH:15][C:14]=2[C:13]2[C:8]1=[CH:9][CH:10]=[CH:11][CH:12]=2)=[O:6].[N:27]1([C:34]2[N:43]=[CH:42][C:41]3[C:36](=[CH:37][CH:38]=[CH:39][CH:40]=3)[N:35]=2)[CH2:33][CH2:32][CH2:31][NH:30][CH2:29][CH2:28]1. (3) Given the product [CH3:1][CH:2]([C:16]([OH:17])=[O:21])[C:3]1[CH:8]=[CH:7][C:6]([C:9]2[CH:14]=[CH:13][CH:12]=[CH:11][CH:10]=2)=[C:5]([F:15])[CH:4]=1, predict the reactants needed to synthesize it. The reactants are: [CH3:1][CH:2]([C:16](N)=[O:17])[C:3]1[CH:8]=[CH:7][C:6]([C:9]2[CH:14]=[CH:13][CH:12]=[CH:11][CH:10]=2)=[C:5]([F:15])[CH:4]=1.C(Cl)(=O)C(Cl)=[O:21]. (4) The reactants are: Cl.[CH2:2]([NH:9][CH2:10][CH2:11][CH:12]([C:24]1[CH:29]=[CH:28][C:27]([NH:30][C:31]([O:33][CH3:34])=[O:32])=[CH:26][CH:25]=1)[C:13]1[CH:18]=[CH:17][C:16]([NH:19][C:20]([O:22][CH3:23])=[O:21])=[CH:15][CH:14]=1)[C:3]1[CH:8]=[CH:7][CH:6]=[CH:5][CH:4]=1.[C:35](O[C:35]([O:37][C:38]([CH3:41])([CH3:40])[CH3:39])=[O:36])([O:37][C:38]([CH3:41])([CH3:40])[CH3:39])=[O:36]. Given the product [CH2:2]([N:9]([CH2:10][CH2:11][CH:12]([C:24]1[CH:29]=[CH:28][C:27]([NH:30][C:31]([O:33][CH3:34])=[O:32])=[CH:26][CH:25]=1)[C:13]1[CH:18]=[CH:17][C:16]([NH:19][C:20]([O:22][CH3:23])=[O:21])=[CH:15][CH:14]=1)[C:35]([O:37][C:38]([CH3:41])([CH3:40])[CH3:39])=[O:36])[C:3]1[CH:4]=[CH:5][CH:6]=[CH:7][CH:8]=1, predict the reactants needed to synthesize it. (5) Given the product [NH:38]1[CH:39]=[CH:40][N:41]=[C:37]1[C:36]1[C:7]([C:6]2[CH:10]=[CH:11][C:3]([C:2]([F:13])([F:12])[F:1])=[CH:4][CH:5]=2)=[N:32][C:33]([NH:42][CH2:43][CH2:44][NH:45][C:15]2[N:16]=[CH:17][C:18]([C:21]#[N:22])=[CH:19][CH:20]=2)=[N:34][CH:35]=1, predict the reactants needed to synthesize it. The reactants are: [F:1][C:2]([F:13])([F:12])[C:3]1[CH:11]=[CH:10][C:6]([C:7](Cl)=O)=[CH:5][CH:4]=1.Cl[C:15]1[CH:20]=[CH:19][C:18]([C:21]#[N:22])=[CH:17][N:16]=1.ClC1C=C(Cl)C=CC=1C1[C:36]([C:37]2[NH:38][CH:39]=[CH:40][N:41]=2)=[CH:35][N:34]=[C:33]([NH:42][CH2:43][CH2:44][NH:45]C2C=CC([N+]([O-])=O)=CN=2)[N:32]=1. (6) Given the product [S:1]1[C:5]([CH:6]([NH:10][C:11]2[CH:16]=[CH:15][CH:14]=[CH:13][CH:12]=2)[C:7]([O:9][C@@H:23]2[CH:24]3[CH2:27][CH2:28][N:21]([CH2:26][CH2:25]3)[CH2:22]2)=[O:8])=[CH:4][C:3]2[CH:17]=[CH:18][CH:19]=[CH:20][C:2]1=2, predict the reactants needed to synthesize it. The reactants are: [S:1]1[C:5]([CH:6]([NH:10][C:11]2[CH:16]=[CH:15][CH:14]=[CH:13][CH:12]=2)[C:7]([OH:9])=[O:8])=[CH:4][C:3]2[CH:17]=[CH:18][CH:19]=[CH:20][C:2]1=2.[N:21]12[CH2:28][CH2:27][CH:24]([CH2:25][CH2:26]1)[C@@H:23](O)[CH2:22]2.C1C=CC2N(O)N=NC=2C=1.C1CCC(N=C=NC2CCCCC2)CC1. (7) Given the product [F:30][C:31]1[CH:32]=[C:33]([C:38]#[C:39][CH:40]=[C:41]2[CH2:42][CH2:43][N:44]([C:48]3[N:55]=[C:54]([CH3:56])[CH:53]=[CH:52][C:49]=3[C:50]#[N:51])[CH2:45][CH2:46]2)[CH:34]=[C:35]([F:37])[CH:36]=1, predict the reactants needed to synthesize it. The reactants are: CC1C=CC=C(C#CC=C2CCN(C3C=CC=CN=3)CC2)N=1.FC1C=CC=CN=1.[F:30][C:31]1[CH:32]=[C:33]([C:38]#[C:39][CH:40]=[C:41]2[CH2:46][CH2:45][NH:44][CH2:43][CH2:42]2)[CH:34]=[C:35]([F:37])[CH:36]=1.Cl[C:48]1[N:55]=[C:54]([CH3:56])[CH:53]=[CH:52][C:49]=1[C:50]#[N:51].C(=O)([O-])[O-].[K+].[K+].